Dataset: NCI-60 drug combinations with 297,098 pairs across 59 cell lines. Task: Regression. Given two drug SMILES strings and cell line genomic features, predict the synergy score measuring deviation from expected non-interaction effect. (1) Drug 1: C1=CC=C(C=C1)NC(=O)CCCCCCC(=O)NO. Drug 2: C1CC(=O)NC(=O)C1N2C(=O)C3=CC=CC=C3C2=O. Cell line: MCF7. Synergy scores: CSS=9.06, Synergy_ZIP=-4.01, Synergy_Bliss=-4.30, Synergy_Loewe=-6.06, Synergy_HSA=-6.06. (2) Drug 1: CS(=O)(=O)CCNCC1=CC=C(O1)C2=CC3=C(C=C2)N=CN=C3NC4=CC(=C(C=C4)OCC5=CC(=CC=C5)F)Cl. Cell line: EKVX. Drug 2: CS(=O)(=O)OCCCCOS(=O)(=O)C. Synergy scores: CSS=21.6, Synergy_ZIP=-4.31, Synergy_Bliss=3.18, Synergy_Loewe=-8.88, Synergy_HSA=4.99.